Dataset: Reaction yield outcomes from USPTO patents with 853,638 reactions. Task: Predict the reaction yield, written as a fraction of the theoretical maximum amount of product (1.0 means a 100% yield; for example, 0.34 means a 34% yield). (1) The reactants are C([O:8][C:9]1[CH:18]=[C:17]2[C:12]([C:13]([O:19][C:20]3[CH:21]=[C:22]4[C:26](=[CH:27][CH:28]=3)[NH:25][CH:24]=[CH:23]4)=[CH:14][CH:15]=[N:16]2)=[CH:11][C:10]=1[C:29]#[N:30])C1C=CC=CC=1. The catalyst is O1CCCC1.[C].[Pd]. The product is [C:29]([C:10]1[CH:11]=[C:12]2[C:17](=[CH:18][C:9]=1[OH:8])[N:16]=[CH:15][CH:14]=[C:13]2[O:19][C:20]1[CH:21]=[C:22]2[C:26](=[CH:27][CH:28]=1)[NH:25][CH:24]=[CH:23]2)#[N:30]. The yield is 0.791. (2) The reactants are Br[C:2]1[CH:3]=[CH:4][C:5]([N+:8]([O-:10])=[O:9])=[N:6][CH:7]=1.[CH3:11][C:12]1([CH3:18])[CH2:17][NH:16][CH2:15][CH2:14][NH:13]1.C(=O)([O-])[O-].[K+].[K+].C(N(CC)CC)C.[C:32](O[C:32]([O:34][C:35]([CH3:38])([CH3:37])[CH3:36])=[O:33])([O:34][C:35]([CH3:38])([CH3:37])[CH3:36])=[O:33]. The catalyst is [I-].C([N+](CCCC)(CCCC)CCCC)CCC.CS(C)=O.ClCCl. The product is [C:35]([O:34][C:32]([N:13]1[CH2:14][CH2:15][N:16]([C:2]2[CH:7]=[N:6][C:5]([N+:8]([O-:10])=[O:9])=[CH:4][CH:3]=2)[CH2:17][C:12]1([CH3:18])[CH3:11])=[O:33])([CH3:38])([CH3:37])[CH3:36]. The yield is 0.842. (3) The reactants are Cl.[Cl:2][C:3]1[N:4]=[C:5]([N:12]2[CH2:17][CH2:16][NH:15][CH2:14][CH2:13]2)[C:6]2[O:11][CH:10]=[CH:9][C:7]=2[N:8]=1.ClC1N=C(Cl)C2OC=CC=2N=1.N1CCNCC1.[CH3:35][S:36](Cl)(=[O:38])=[O:37]. The catalyst is N1C=CC=CC=1.C(Cl)Cl. The product is [Cl:2][C:3]1[N:4]=[C:5]([N:12]2[CH2:17][CH2:16][N:15]([S:36]([CH3:35])(=[O:38])=[O:37])[CH2:14][CH2:13]2)[C:6]2[O:11][CH:10]=[CH:9][C:7]=2[N:8]=1. The yield is 0.430. (4) The reactants are C[O:2][C:3]([C:5]1[CH:6]=[CH:7][C:8]2[CH:12]=[C:11]([C:13]([CH2:31][CH3:32])([C:16]3[CH:21]=[CH:20][C:19]([O:22][CH2:23][C:24]([CH2:28][CH3:29])([OH:27])[CH2:25][CH3:26])=[C:18]([CH3:30])[CH:17]=3)[CH2:14][CH3:15])[S:10][C:9]=2[CH:33]=1)=[O:4].[OH-].[Na+].Cl. The catalyst is CO.O. The product is [CH2:14]([C:13]([C:11]1[S:10][C:9]2[CH:33]=[C:5]([C:3]([OH:4])=[O:2])[CH:6]=[CH:7][C:8]=2[CH:12]=1)([C:16]1[CH:21]=[CH:20][C:19]([O:22][CH2:23][C:24]([CH2:25][CH3:26])([OH:27])[CH2:28][CH3:29])=[C:18]([CH3:30])[CH:17]=1)[CH2:31][CH3:32])[CH3:15]. The yield is 0.890. (5) The reactants are [CH3:1][C:2]([C:5]1[CH:6]=[C:7]([NH:15][C:16](=[O:25])[C:17]2[CH:22]=[C:21]([Cl:23])[CH:20]=[CH:19][C:18]=2[OH:24])[CH:8]=[C:9]([C:11]([CH3:14])([CH3:13])[CH3:12])[CH:10]=1)([CH3:4])[CH3:3].[C:26](Cl)(=[O:28])[CH3:27]. No catalyst specified. The product is [C:26]([O:24][C:18]1[CH:19]=[CH:20][C:21]([Cl:23])=[CH:22][C:17]=1[C:16]([NH:15][C:7]1[CH:8]=[C:9]([C:11]([CH3:12])([CH3:13])[CH3:14])[CH:10]=[C:5]([C:2]([CH3:1])([CH3:3])[CH3:4])[CH:6]=1)=[O:25])(=[O:28])[CH3:27]. The yield is 0.661. (6) The reactants are [O:1]1[C:3]2([CH2:8][CH2:7][S:6][CH2:5][CH2:4]2)[CH2:2]1.[OH:9][C:10]1[CH:15]=[C:14]([CH3:16])[C:13]([C:17]2[CH:22]=[CH:21][CH:20]=[C:19]([CH:23]=[O:24])[CH:18]=2)=[C:12]([CH3:25])[CH:11]=1.C(=O)([O-])[O-].[K+].[K+]. The catalyst is CN(C)C=O. The product is [OH:1][C:3]1([CH2:2][O:9][C:10]2[CH:15]=[C:14]([CH3:16])[C:13]([C:17]3[CH:22]=[CH:21][CH:20]=[C:19]([CH:23]=[O:24])[CH:18]=3)=[C:12]([CH3:25])[CH:11]=2)[CH2:8][CH2:7][S:6][CH2:5][CH2:4]1. The yield is 0.780. (7) The reactants are S(Cl)([Cl:3])=O.[CH3:5][C:6]1[S:10][C:9]2[C:11]([CH2:15]O)=[CH:12][CH:13]=[CH:14][C:8]=2[CH:7]=1. The catalyst is ClCCl. The product is [Cl:3][CH2:15][C:11]1[C:9]2[S:10][C:6]([CH3:5])=[CH:7][C:8]=2[CH:14]=[CH:13][CH:12]=1. The yield is 0.670.